The task is: Predict the reactants needed to synthesize the given product.. This data is from Full USPTO retrosynthesis dataset with 1.9M reactions from patents (1976-2016). (1) Given the product [CH2:22]([NH:26][C:17](=[O:19])[C:16]([C:13]1[CH:12]=[CH:11][C:10]([C:6]2[CH:7]=[N:8][CH:9]=[C:4]([CH2:3][O:2][CH3:1])[CH:5]=2)=[CH:15][CH:14]=1)([CH3:21])[CH3:20])[CH:23]([CH3:25])[CH3:24], predict the reactants needed to synthesize it. The reactants are: [CH3:1][O:2][CH2:3][C:4]1[CH:5]=[C:6]([C:10]2[CH:15]=[CH:14][C:13]([C:16]([CH3:21])([CH3:20])[C:17]([OH:19])=O)=[CH:12][CH:11]=2)[CH:7]=[N:8][CH:9]=1.[CH2:22]([NH2:26])[CH:23]([CH3:25])[CH3:24]. (2) Given the product [CH3:11][C:4]1[CH:3]=[C:2]([C:13]([F:22])([C:18]([F:21])([F:20])[F:19])[C:14]([F:17])([F:16])[F:15])[CH:7]=[CH:6][C:5]=1[N+:8]([O-:10])=[O:9], predict the reactants needed to synthesize it. The reactants are: I[C:2]1[CH:7]=[CH:6][C:5]([N+:8]([O-:10])=[O:9])=[C:4]([CH3:11])[CH:3]=1.I[C:13]([F:22])([C:18]([F:21])([F:20])[F:19])[C:14]([F:17])([F:16])[F:15].